Task: Regression. Given a peptide amino acid sequence and an MHC pseudo amino acid sequence, predict their binding affinity value. This is MHC class I binding data.. Dataset: Peptide-MHC class I binding affinity with 185,985 pairs from IEDB/IMGT The peptide sequence is VVYDFLKC. The MHC is H-2-Kb with pseudo-sequence H-2-Kb. The binding affinity (normalized) is 0.600.